This data is from Retrosynthesis with 50K atom-mapped reactions and 10 reaction types from USPTO. The task is: Predict the reactants needed to synthesize the given product. (1) The reactants are: BrCCBr.O=Cc1cccc(O)c1. Given the product O=Cc1cccc(OCCBr)c1, predict the reactants needed to synthesize it. (2) Given the product COc1cccc([C@@H](Oc2ccc3c(cnn3-c3ccc(Cl)cc3)c2)[C@H](C)N)c1, predict the reactants needed to synthesize it. The reactants are: COc1cccc([C@@H](O)[C@H](C)N)c1.Clc1ccc(-n2ncc3cc(I)ccc32)cc1. (3) Given the product CCOC(=O)CCN(C)C(=O)c1ccc(NC(c2oc3ccc(F)cc3c2C)C2CCCCC2)cn1, predict the reactants needed to synthesize it. The reactants are: CCOC(=O)CCNC.Cc1c(C(Nc2ccc(C(=O)O)nc2)C2CCCCC2)oc2ccc(F)cc12. (4) The reactants are: COC(=O)[C@H](C)NC(=O)OC(C)(C)C.NN. Given the product C[C@H](NC(=O)OC(C)(C)C)C(=O)NN, predict the reactants needed to synthesize it.